From a dataset of Full USPTO retrosynthesis dataset with 1.9M reactions from patents (1976-2016). Predict the reactants needed to synthesize the given product. (1) Given the product [Br:1][C:2]1[CH:3]=[C:4]([CH:5]2[O:13][CH2:12][CH2:11][O:6]2)[CH:7]=[CH:8][C:9]=1[CH3:10], predict the reactants needed to synthesize it. The reactants are: [Br:1][C:2]1[CH:3]=[C:4]([CH:7]=[CH:8][C:9]=1[CH3:10])[CH:5]=[O:6].[CH2:11](O)[CH2:12][OH:13].O. (2) Given the product [Cl:1][C:2]1[CH:12]=[CH:11][C:5]2[CH2:6][CH2:7][NH:8][CH2:9][CH2:10][C:4]=2[C:3]=1[S:13][CH2:14][C:15]1[CH:20]=[CH:19][C:18]([C:21](=[S:41])[NH:22][CH2:23][C:24]2[CH:29]=[CH:28][C:27]([F:30])=[CH:26][CH:25]=2)=[CH:17][CH:16]=1, predict the reactants needed to synthesize it. The reactants are: [Cl:1][C:2]1[CH:12]=[CH:11][C:5]2[CH2:6][CH2:7][NH:8][CH2:9][CH2:10][C:4]=2[C:3]=1[S:13][CH2:14][C:15]1[CH:20]=[CH:19][C:18]([C:21](=O)[NH:22][CH2:23][C:24]2[CH:29]=[CH:28][C:27]([F:30])=[CH:26][CH:25]=2)=[CH:17][CH:16]=1.COC1C=CC(P2(=S)SP(=S)(C3C=CC(OC)=CC=3)[S:41]2)=CC=1. (3) Given the product [Br:14][C:12]1[CH:11]=[C:10]([O:15][CH3:16])[C:6]2[NH:7][C:8](=[O:9])[CH:2]([NH:1][C:28](=[O:29])[O:27][C:23]([CH3:26])([CH3:25])[CH3:24])[N:3]=[C:4]([C:17]3[CH:18]=[CH:19][CH:20]=[CH:21][CH:22]=3)[C:5]=2[CH:13]=1, predict the reactants needed to synthesize it. The reactants are: [NH2:1][CH:2]1[C:8](=[O:9])[NH:7][C:6]2[C:10]([O:15][CH3:16])=[CH:11][C:12]([Br:14])=[CH:13][C:5]=2[C:4]([C:17]2[CH:22]=[CH:21][CH:20]=[CH:19][CH:18]=2)=[N:3]1.[C:23]([O:27][C:28](O[C:28]([O:27][C:23]([CH3:26])([CH3:25])[CH3:24])=[O:29])=[O:29])([CH3:26])([CH3:25])[CH3:24].C(N(CC)CC)C. (4) Given the product [CH2:10]([O:13][C:14]1[CH:34]=[CH:33][C:32]([S:2]([Cl:1])(=[O:5])=[O:3])=[CH:31][C:15]=1[C:16]([NH:18][C:19]1[C:20]([CH2:28][CH2:29][CH3:30])=[N:21][N:22]([CH3:27])[C:23]=1[C:24](=[O:26])[NH2:25])=[O:17])[CH2:11][CH3:12], predict the reactants needed to synthesize it. The reactants are: [Cl:1][S:2]([OH:5])(=O)=[O:3].S(Cl)(Cl)=O.[CH2:10]([O:13][C:14]1[CH:34]=[CH:33][CH:32]=[CH:31][C:15]=1[C:16]([NH:18][C:19]1[C:20]([CH2:28][CH2:29][CH3:30])=[N:21][N:22]([CH3:27])[C:23]=1[C:24](=[O:26])[NH2:25])=[O:17])[CH2:11][CH3:12]. (5) Given the product [C:20]1([C:17]2[CH:16]=[C:15]([C:26]([NH2:28])=[O:27])[C:14]3[CH:13]=[N:12][N:11]([CH:10]4[CH2:9][CH2:8][CH2:7][NH:6][CH2:5]4)[C:19]=3[CH:18]=2)[CH:21]=[CH:22][CH:23]=[CH:24][CH:25]=1, predict the reactants needed to synthesize it. The reactants are: CC([CH:5]1[CH:10]([N:11]2[C:19]3[C:14](=[C:15]([C:26]([NH2:28])=[O:27])[CH:16]=[C:17]([C:20]4[CH:25]=[CH:24][CH:23]=[CH:22][CH:21]=4)[CH:18]=3)[CH:13]=[N:12]2)[CH2:9][CH2:8][CH2:7][N:6]1C([O-])=O)(C)C. (6) Given the product [F:25][C:12]1[CH:13]=[C:8]([CH:7]2[CH2:6][CH2:5][N:4]([C:15]([O:17][CH2:18][C:19]3[CH:20]=[CH:21][CH:22]=[CH:23][CH:24]=3)=[O:16])[CH2:3][CH:2]2[OH:1])[CH:9]=[CH:10][C:11]=1[OH:14], predict the reactants needed to synthesize it. The reactants are: [OH:1][CH:2]1[CH:7]([C:8]2[CH:13]=[CH:12][C:11]([OH:14])=[CH:10][CH:9]=2)[CH2:6][CH2:5][N:4]([C:15]([O:17][CH2:18][C:19]2[CH:24]=[CH:23][CH:22]=[CH:21][CH:20]=2)=[O:16])[CH2:3]1.[F:25][B-](F)(F)F.F[B-](F)(F)F.F[N+]1C=CC=CC=1C1C=CC=C[N+]=1F.S([O-])([O-])(=O)=S.[Na+].[Na+].